Predict which catalyst facilitates the given reaction. From a dataset of Catalyst prediction with 721,799 reactions and 888 catalyst types from USPTO. (1) Reactant: [I:1][C:2]1[CH:6]=[CH:5][NH:4][N:3]=1.CC(C)([O-])C.[K+].Cl[C:14]1[CH:15]=[C:16]([C:20]([F:23])([F:22])[F:21])[N:17]=[N:18][CH:19]=1. Product: [I:1][C:2]1[CH:6]=[CH:5][N:4]([C:14]2[CH:15]=[C:16]([C:20]([F:23])([F:22])[F:21])[N:17]=[N:18][CH:19]=2)[N:3]=1. The catalyst class is: 31. (2) Reactant: [CH2:1]([O:8][CH2:9][C@@H:10]([NH:30][C:31](=[O:43])[C:32]([NH:35]C(=O)OC(C)(C)C)([CH3:34])[CH3:33])[C:11]([N:13]1[CH2:17][CH2:16][C:15]2([CH:21]([C:22]3[CH:27]=[CH:26][CH:25]=[CH:24][CH:23]=3)[CH2:20][N:19]([CH3:28])[C:18]2=[O:29])[CH2:14]1)=[O:12])[C:2]1[CH:7]=[CH:6][CH:5]=[CH:4][CH:3]=1.C(O)(C(F)(F)F)=O. Product: [NH2:35][C:32]([CH3:34])([CH3:33])[C:31]([NH:30][C@H:10]([CH2:9][O:8][CH2:1][C:2]1[CH:3]=[CH:4][CH:5]=[CH:6][CH:7]=1)[C:11]([N:13]1[CH2:17][CH2:16][C:15]2([CH:21]([C:22]3[CH:23]=[CH:24][CH:25]=[CH:26][CH:27]=3)[CH2:20][N:19]([CH3:28])[C:18]2=[O:29])[CH2:14]1)=[O:12])=[O:43]. The catalyst class is: 61. (3) Reactant: [CH3:1][NH:2][C:3](=[S:6])[NH:4][NH2:5].[C:7](O)(=O)[C:8]1[CH:13]=[CH:12][CH:11]=[N:10][CH:9]=1.CCN=C=NCCCN(C)C.Cl.C1C=CC2N(O)N=NC=2C=1.[OH-].[Na+].Cl.[Na+].[Cl-]. The catalyst class is: 499. Product: [CH3:1][N:2]1[C:7]([C:8]2[CH:9]=[N:10][CH:11]=[CH:12][CH:13]=2)=[N:5][NH:4][C:3]1=[S:6]. (4) Reactant: [C:1]([O:5][C:6]([N:8]1[CH2:13][CH2:12][N:11]([CH2:14][C:15]2[CH:20]=[CH:19][C:18]([NH:21][C:22]3[C:27]([C:28]([O:30][CH2:31][CH3:32])=[O:29])=[C:26]([CH3:33])[N:25]=[C:24](Cl)[N:23]=3)=[CH:17][CH:16]=2)[CH2:10][CH2:9]1)=[O:7])([CH3:4])([CH3:3])[CH3:2].[NH:35]1[CH2:40][CH2:39][O:38][CH2:37][CH2:36]1.O. Product: [C:1]([O:5][C:6]([N:8]1[CH2:13][CH2:12][N:11]([CH2:14][C:15]2[CH:20]=[CH:19][C:18]([NH:21][C:22]3[C:27]([C:28]([O:30][CH2:31][CH3:32])=[O:29])=[C:26]([CH3:33])[N:25]=[C:24]([N:35]4[CH2:40][CH2:39][O:38][CH2:37][CH2:36]4)[N:23]=3)=[CH:17][CH:16]=2)[CH2:10][CH2:9]1)=[O:7])([CH3:4])([CH3:3])[CH3:2]. The catalyst class is: 37. (5) Reactant: C(OC(=O)[NH:7][CH2:8][C:9]1[CH:14]=[CH:13][C:12]([C:15]2[CH:20]=[CH:19][N:18]=[C:17]3[NH:21][CH:22]=[CH:23][C:16]=23)=[CH:11][CH:10]=1)(C)(C)C.Cl.O1CCOCC1. Product: [NH:21]1[C:17]2=[N:18][CH:19]=[CH:20][C:15]([C:12]3[CH:13]=[CH:14][C:9]([CH2:8][NH2:7])=[CH:10][CH:11]=3)=[C:16]2[CH:23]=[CH:22]1. The catalyst class is: 2. (6) Reactant: COC1C=CC(C[N:8]2[C:17]3[C:12](=[CH:13][CH:14]=[CH:15][CH:16]=3)[CH2:11][C:10]3([CH2:21][CH2:20][CH2:19][CH2:18]3)[C:9]2=[O:22])=CC=1.C1(OC)C=CC=CC=1. Product: [NH:8]1[C:17]2[C:12](=[CH:13][CH:14]=[CH:15][CH:16]=2)[CH2:11][C:10]2([CH2:21][CH2:20][CH2:19][CH2:18]2)[C:9]1=[O:22]. The catalyst class is: 67. (7) Reactant: [CH3:1][N:2]1[CH2:7][CH2:6][N:5]([C:8]2[CH:13]=[CH:12][C:11]([C:14]3[NH:15][C:16]4[C:21]([N:22]=3)=[C:20]([C:23]3[CH:24]=[CH:25][C:26]([O:31][CH:32]5[CH2:37][CH2:36][NH:35][CH2:34][CH2:33]5)=[C:27]([CH:30]=3)[C:28]#[N:29])[N:19]=[CH:18][N:17]=4)=[CH:10][CH:9]=2)[CH2:4][CH2:3]1.[OH:38][CH2:39][C:40](O)=[O:41].CCN(C(C)C)C(C)C.CN(C(ON1N=NC2C=CC=NC1=2)=[N+](C)C)C.F[P-](F)(F)(F)(F)F. Product: [OH:41][CH2:40][C:39]([N:35]1[CH2:36][CH2:37][CH:32]([O:31][C:26]2[CH:25]=[CH:24][C:23]([C:20]3[N:19]=[CH:18][N:17]=[C:16]4[C:21]=3[N:22]=[C:14]([C:11]3[CH:10]=[CH:9][C:8]([N:5]5[CH2:4][CH2:3][N:2]([CH3:1])[CH2:7][CH2:6]5)=[CH:13][CH:12]=3)[NH:15]4)=[CH:30][C:27]=2[C:28]#[N:29])[CH2:33][CH2:34]1)=[O:38]. The catalyst class is: 3.